This data is from Peptide-MHC class I binding affinity with 185,985 pairs from IEDB/IMGT. The task is: Regression. Given a peptide amino acid sequence and an MHC pseudo amino acid sequence, predict their binding affinity value. This is MHC class I binding data. The peptide sequence is LLLAILGPL. The MHC is HLA-A23:01 with pseudo-sequence HLA-A23:01. The binding affinity (normalized) is 0.